This data is from Catalyst prediction with 721,799 reactions and 888 catalyst types from USPTO. The task is: Predict which catalyst facilitates the given reaction. (1) Reactant: [CH:1]1[C:10]2[C:5](=[C:6]([CH2:11][CH2:12][CH:13]=[O:14])[CH:7]=[CH:8][CH:9]=2)[CH:4]=[CH:3][N:2]=1.[CH3:15][C:16](C)([O-:18])C.[K+].O. Product: [O:14]1[CH2:15][CH2:16][O:18][CH:13]1[CH:12]=[CH:11][C:6]1[CH:7]=[CH:8][CH:9]=[C:10]2[C:5]=1[CH:4]=[CH:3][N:2]=[CH:1]2. The catalyst class is: 7. (2) Reactant: [CH3:1][O:2][C:3]([C:5]1[N:6]=[C:7](Br)[C:8]2[C:13]([C:14]=1[OH:15])=[CH:12][CH:11]=[CH:10][C:9]=2[O:16][C:17]1[CH:22]=[CH:21][CH:20]=[CH:19][CH:18]=1)=[O:4].[Cu][C:25]#[N:26].CN(C)C=O.C(Cl)(Cl)Cl.C(O)(C)C. Product: [CH3:1][O:2][C:3]([C:5]1[N:6]=[C:7]([C:25]#[N:26])[C:8]2[C:13]([C:14]=1[OH:15])=[CH:12][CH:11]=[CH:10][C:9]=2[O:16][C:17]1[CH:22]=[CH:21][CH:20]=[CH:19][CH:18]=1)=[O:4]. The catalyst class is: 6.